This data is from CYP1A2 inhibition data for predicting drug metabolism from PubChem BioAssay. The task is: Regression/Classification. Given a drug SMILES string, predict its absorption, distribution, metabolism, or excretion properties. Task type varies by dataset: regression for continuous measurements (e.g., permeability, clearance, half-life) or binary classification for categorical outcomes (e.g., BBB penetration, CYP inhibition). Dataset: cyp1a2_veith. (1) The molecule is COc1ccc(-n2c(=O)c(-c3ccc(Cl)cc3)nc3cnc(N4CCOCC4)nc32)cc1. The result is 1 (inhibitor). (2) The drug is CCN(CC)C(=O)C1CCN(S(=O)(=O)c2ccc3oc4ccccc4c3c2)CC1. The result is 0 (non-inhibitor). (3) The molecule is CCCn1c(=O)c2[nH]c(-c3ccc(OCC(=O)Nc4ccc(C(C)=O)cc4)cc3)nc2n(CCC)c1=O. The result is 0 (non-inhibitor). (4) The molecule is COc1ccc(NC(=O)N2CCCC3(CCN(C(=O)c4csnn4)CC3)C2)cc1. The result is 0 (non-inhibitor). (5) The compound is O=C(Nc1cccnc1)C1COc2ccccc2O1. The result is 1 (inhibitor).